From a dataset of Full USPTO retrosynthesis dataset with 1.9M reactions from patents (1976-2016). Predict the reactants needed to synthesize the given product. (1) Given the product [Cl:1][C:2]1[CH:7]=[CH:6][C:5]([N+:8]([O-:10])=[O:9])=[CH:4][C:3]=1[CH:11]([CH3:17])[C:12]#[N:13], predict the reactants needed to synthesize it. The reactants are: [Cl:1][C:2]1[CH:7]=[CH:6][C:5]([N+:8]([O-:10])=[O:9])=[CH:4][C:3]=1[CH2:11][C:12]#[N:13].[OH-].[Na+].I[CH3:17]. (2) Given the product [CH3:27][S:24]([N:18]1[CH2:19][CH2:20][C:21]([CH3:23])([CH3:22])[CH:16]([NH:15][C:13]([C:12]2[C:6]3[C:7](=[N:8][CH:9]=[C:4]([CH:1]4[CH2:2][CH2:3]4)[N:5]=3)[NH:10][CH:11]=2)=[O:14])[CH2:17]1)(=[O:26])=[O:25], predict the reactants needed to synthesize it. The reactants are: [CH:1]1([C:4]2[N:5]=[C:6]3[C:12]([C:13]([NH:15][CH:16]4[C:21]([CH3:23])([CH3:22])[CH2:20][CH2:19][N:18]([S:24]([CH3:27])(=[O:26])=[O:25])[CH2:17]4)=[O:14])=[CH:11][N:10](COCC[Si](C)(C)C)[C:7]3=[N:8][CH:9]=2)[CH2:3][CH2:2]1.C(O)(C(F)(F)F)=O.C(N)CN. (3) Given the product [CH3:1][O:2][C:3]1[C:12]([O:13][CH3:14])=[C:11]([O:15][CH3:16])[CH:10]=[C:9]2[C:4]=1[CH:5]=[CH:6][C:7]([CH:17]=[O:19])=[N:8]2, predict the reactants needed to synthesize it. The reactants are: [CH3:1][O:2][C:3]1[C:12]([O:13][CH3:14])=[C:11]([O:15][CH3:16])[CH:10]=[C:9]2[C:4]=1[CH:5]=[CH:6][C:7]([CH3:17])=[N:8]2.[Se](=O)=[O:19]. (4) Given the product [Br-:23].[OH:10][C:9]([C:17]1[CH:22]=[CH:21][CH:20]=[CH:19][CH:18]=1)([C:11]1[CH:12]=[CH:13][CH:14]=[CH:15][CH:16]=1)[C:4]12[CH2:5][CH2:6][N+:1]([CH2:24][CH2:25][CH2:26][O:27][C:28]3[CH:33]=[CH:32][CH:31]=[CH:30][C:29]=3[O:34][CH3:35])([CH2:2][CH2:3]1)[CH2:8][CH2:7]2, predict the reactants needed to synthesize it. The reactants are: [N:1]12[CH2:8][CH2:7][C:4]([C:9]([C:17]3[CH:22]=[CH:21][CH:20]=[CH:19][CH:18]=3)([C:11]3[CH:16]=[CH:15][CH:14]=[CH:13][CH:12]=3)[OH:10])([CH2:5][CH2:6]1)[CH2:3][CH2:2]2.[Br:23][CH2:24][CH2:25][CH2:26][O:27][C:28]1[CH:33]=[CH:32][CH:31]=[CH:30][C:29]=1[O:34][CH3:35]. (5) Given the product [CH2:18]([O:17][C:15](=[O:16])[CH2:14][NH:5][C:1]([CH3:4])([CH3:3])[CH3:2])[CH3:19], predict the reactants needed to synthesize it. The reactants are: [C:1]([NH2:5])([CH3:4])([CH3:3])[CH3:2].C(N(CC)CC)C.Br[CH2:14][C:15]([O:17][CH2:18][CH3:19])=[O:16]. (6) The reactants are: Br[C:2]1C=C[C:5](C)=[N:6][CH:7]=1.[Li][CH2:10][CH2:11][CH2:12][CH3:13].CN(C=[O:18])C.O. Given the product [CH3:13][C:12]1[CH:11]=[CH:10][C:7]([CH:2]=[O:18])=[N:6][CH:5]=1, predict the reactants needed to synthesize it.